Predict the product of the given reaction. From a dataset of Forward reaction prediction with 1.9M reactions from USPTO patents (1976-2016). (1) Given the reactants [Br:1][C:2]1[CH:3]=[C:4]([CH2:10][C:11]([OH:13])=[O:12])[CH:5]=[CH:6][C:7]=1[O:8][CH3:9].OS(O)(=O)=O.[CH3:19]O, predict the reaction product. The product is: [CH3:19][O:12][C:11](=[O:13])[CH2:10][C:4]1[CH:5]=[CH:6][C:7]([O:8][CH3:9])=[C:2]([Br:1])[CH:3]=1. (2) The product is: [N:11]1([C:3]([C@H:4]2[NH:5][C:6](=[O:9])[CH2:7][CH2:8]2)=[O:10])[CH2:16][CH2:15][O:14][CH2:13][CH2:12]1. Given the reactants CO[C:3](=[O:10])[C@@H:4]1[CH2:8][CH2:7][C:6](=[O:9])[NH:5]1.[NH:11]1[CH2:16][CH2:15][O:14][CH2:13][CH2:12]1, predict the reaction product. (3) The product is: [OH:8][C:9]1[CH:14]=[C:13]([O:15][CH:16]([CH3:18])[CH3:17])[CH:12]=[CH:11][C:10]=1[CH2:19][CH2:20][C:21]([O:23][CH2:24][CH3:25])=[O:22]. Given the reactants C([O:8][C:9]1[CH:14]=[C:13]([O:15][CH:16]([CH3:18])[CH3:17])[CH:12]=[CH:11][C:10]=1/[CH:19]=[CH:20]/[C:21]([O:23][CH2:24][CH3:25])=[O:22])C1C=CC=CC=1, predict the reaction product. (4) Given the reactants [Cl:1][C:2]1[CH:3]=[C:4]([C@@H:8]([OH:22])[CH2:9][NH:10][C:11](=O)[CH2:12][CH2:13][C:14]2[CH:19]=[CH:18][C:17]([OH:20])=[CH:16][CH:15]=2)[CH:5]=[CH:6][CH:7]=1.Cl.[OH-].[Na+].[C:26](O[C:26]([O:28][C:29]([CH3:32])([CH3:31])[CH3:30])=[O:27])([O:28][C:29]([CH3:32])([CH3:31])[CH3:30])=[O:27], predict the reaction product. The product is: [Cl:1][C:2]1[CH:3]=[C:4]([C@@H:8]([OH:22])[CH2:9][N:10]([CH2:11][CH2:12][CH2:13][C:14]2[CH:19]=[CH:18][C:17]([OH:20])=[CH:16][CH:15]=2)[C:26](=[O:27])[O:28][C:29]([CH3:32])([CH3:31])[CH3:30])[CH:5]=[CH:6][CH:7]=1. (5) Given the reactants [CH3:1][C:2](=[O:8])[CH2:3][CH2:4][C:5](=[O:7])[CH3:6].CO[CH:11](OC)[N:12]([CH3:14])[CH3:13], predict the reaction product. The product is: [CH3:11][N:12]([CH3:14])/[CH:13]=[CH:1]/[C:2](=[O:8])[CH2:3][CH2:4][C:5](=[O:7])/[CH:6]=[CH:11]/[N:12]([CH3:14])[CH3:13]. (6) The product is: [F:32][C:2]([F:31])([F:1])[C:3]([C:12]1[CH:27]=[CH:26][C:15]([O:16][C:17]2[CH:18]=[C:19]([CH:23]([N:45]3[C:44](=[O:49])[C:43]([C:40]4[CH:41]=[CH:42][C:37]([O:36][CH:34]([CH3:33])[CH3:35])=[CH:38][CH:39]=4)([CH3:50])[NH:47][C:46]3=[O:48])[CH3:24])[CH:20]=[CH:21][CH:22]=2)=[C:14]([CH2:28][CH2:29][CH3:30])[CH:13]=1)([OH:8])[C:4]([F:7])([F:6])[F:5]. Given the reactants [F:1][C:2]([F:32])([F:31])[C:3]([C:12]1[CH:27]=[CH:26][C:15]([O:16][C:17]2[CH:18]=[C:19]([CH:23](O)[CH3:24])[CH:20]=[CH:21][CH:22]=2)=[C:14]([CH2:28][CH2:29][CH3:30])[CH:13]=1)([O:8]COC)[C:4]([F:7])([F:6])[F:5].[CH3:33][CH:34]([O:36][C:37]1[CH:42]=[CH:41][C:40]([C:43]2([CH3:50])[NH:47][C:46](=[O:48])[NH:45][C:44]2=[O:49])=[CH:39][CH:38]=1)[CH3:35].C1(P(C2C=CC=CC=2)C2C=CC=CC=2)C=CC=CC=1, predict the reaction product. (7) The product is: [CH3:5][C:6]1[CH:7]=[C:8]([N:13]2[C:17](=[O:18])/[C:16](=[N:19]\[NH:20][C:21]3[C:22]([OH:36])=[C:23]([C:27]4[CH:32]=[CH:31][CH:30]=[C:29]([C:33]([Cl:3])=[O:34])[CH:28]=4)[CH:24]=[CH:25][CH:26]=3)/[C:15]([CH3:37])=[N:14]2)[CH:9]=[CH:10][C:11]=1[CH3:12]. Given the reactants S(Cl)([Cl:3])=O.[CH3:5][C:6]1[CH:7]=[C:8]([N:13]2[C:17](=[O:18])[C:16](=[N:19][NH:20][C:21]3[C:22]([OH:36])=[C:23]([C:27]4[CH:32]=[CH:31][CH:30]=[C:29]([C:33](O)=[O:34])[CH:28]=4)[CH:24]=[CH:25][CH:26]=3)[C:15]([CH3:37])=[N:14]2)[CH:9]=[CH:10][C:11]=1[CH3:12].CN(C=O)C, predict the reaction product. (8) Given the reactants Br[C:2]1[C:3]([C:9]([O:11][CH3:12])=[O:10])=[N:4][CH:5]=[C:6]([Cl:8])[CH:7]=1.[CH:13]1([B-](F)(F)F)[CH2:15][CH2:14]1.[K+].C(=O)([O-])[O-].[Cs+].[Cs+].C1(C)C=CC=CC=1, predict the reaction product. The product is: [Cl:8][C:6]1[CH:7]=[C:2]([CH:13]2[CH2:15][CH2:14]2)[C:3]([C:9]([O:11][CH3:12])=[O:10])=[N:4][CH:5]=1. (9) Given the reactants Cl.[CH2:2]([O:4][C:5]([N:7]1[CH2:13][CH2:12][N:11]([O:14][CH3:15])[CH2:10][CH2:9][NH:8]1)=[O:6])[CH3:3].C(N(CC)CC)C.[CH3:23][C:24]1[CH:29]=[CH:28][C:27]([CH3:30])=[CH:26][C:25]=1[CH2:31][C:32](Cl)=[O:33], predict the reaction product. The product is: [CH2:2]([O:4][C:5]([N:7]1[CH2:13][CH2:12][N:11]([O:14][CH3:15])[CH2:10][CH2:9][N:8]1[C:32](=[O:33])[CH2:31][C:25]1[CH:26]=[C:27]([CH3:30])[CH:28]=[CH:29][C:24]=1[CH3:23])=[O:6])[CH3:3].